From a dataset of Forward reaction prediction with 1.9M reactions from USPTO patents (1976-2016). Predict the product of the given reaction. (1) Given the reactants [NH:1]1[CH2:6][CH2:5][O:4][CH2:3][C:2]1=[O:7].CC(C)([O-])C.[K+].C1COCC1.[Br:19][C:20]1[CH:25]=[CH:24][N:23]=[C:22](F)[CH:21]=1, predict the reaction product. The product is: [Br:19][C:20]1[CH:25]=[CH:24][N:23]=[C:22]([N:1]2[CH2:6][CH2:5][O:4][CH2:3][C:2]2=[O:7])[CH:21]=1. (2) Given the reactants [Cl:1][C:2]1[CH:7]=[C:6](I)[CH:5]=[C:4]([Cl:9])[N:3]=1.N#N.[F:12][C:13]1[CH:18]=[CH:17][C:16](B(O)O)=[CH:15][CH:14]=1.C(=O)([O-])[O-].[Na+].[Na+], predict the reaction product. The product is: [Cl:1][C:2]1[CH:7]=[C:6]([C:16]2[CH:17]=[CH:18][C:13]([F:12])=[CH:14][CH:15]=2)[CH:5]=[C:4]([Cl:9])[N:3]=1. (3) Given the reactants [C:1]([O:5][C:6]([NH:8][C@H:9]([C:15](=[O:21])[N:16]1[CH2:20][CH2:19][CH2:18][CH2:17]1)[CH2:10][C:11]([O:13][CH3:14])=[O:12])=[O:7])([CH3:4])([CH3:3])[CH3:2].C[Si](C)(C)[N-][Si](C)(C)C.[K+].[CH2:32](Br)[CH:33]=[CH2:34], predict the reaction product. The product is: [C:1]([O:5][C:6]([NH:8][C@@H:9]([C@H:10]([CH2:34][CH:33]=[CH2:32])[C:11]([O:13][CH3:14])=[O:12])[C:15](=[O:21])[N:16]1[CH2:17][CH2:18][CH2:19][CH2:20]1)=[O:7])([CH3:4])([CH3:2])[CH3:3]. (4) Given the reactants [CH3:1][O:2][C:3]1[CH:4]=[C:5]([C@@H:11]([NH2:13])[CH3:12])[CH:6]=[C:7]([O:9][CH3:10])[CH:8]=1.C([O:18][C:19]([C:21]1[CH:26]=[CH:25][CH:24]=[CH:23][C:22]=1[C:27]1[CH:32]=[CH:31][C:30]([CH2:33][N:34]2[C:42]3[C:37](=[CH:38][C:39]([C:43](O)=[O:44])=[CH:40][CH:41]=3)[C:36]([CH3:46])=[C:35]2[CH3:47])=[CH:29][CH:28]=1)=[O:20])(C)(C)C, predict the reaction product. The product is: [CH3:10][O:9][C:7]1[CH:6]=[C:5]([C@@H:11]([NH:13][C:43]([C:39]2[CH:38]=[C:37]3[C:42](=[CH:41][CH:40]=2)[N:34]([CH2:33][C:30]2[CH:29]=[CH:28][C:27]([C:22]4[C:21]([C:19]([OH:20])=[O:18])=[CH:26][CH:25]=[CH:24][CH:23]=4)=[CH:32][CH:31]=2)[C:35]([CH3:47])=[C:36]3[CH3:46])=[O:44])[CH3:12])[CH:4]=[C:3]([O:2][CH3:1])[CH:8]=1. (5) Given the reactants [CH3:1][C:2]([Mg]Br)=[CH:3][CH3:4].[F:7][C:8]1[N:13]=[C:12]([N:14]2[CH2:23][CH2:22][C:21]3[C:16](=[CH:17][CH:18]=[CH:19][CH:20]=3)[CH2:15]2)[C:11]([N+:24]([O-])=O)=[CH:10][CH:9]=1.[Cl-].[NH4+], predict the reaction product. The product is: [F:7][C:8]1[CH:9]=[C:10]2[C:3]([CH3:4])=[C:2]([CH3:1])[NH:24][C:11]2=[C:12]([N:14]2[CH2:23][CH2:22][C:21]3[C:16](=[CH:17][CH:18]=[CH:19][CH:20]=3)[CH2:15]2)[N:13]=1. (6) Given the reactants CCN(C(C)C)C(C)C.[NH2:10][CH2:11][CH2:12][CH2:13][N:14]1[C:23]2[CH:22]=[CH:21][CH:20]=[CH:19][C:18]=2[C:17]2[NH:24][N:25]=[C:26]([CH3:27])[C:16]=2[C:15]1=[O:28].[C:29](Cl)(=[O:34])[CH2:30][CH:31]([CH3:33])[CH3:32], predict the reaction product. The product is: [CH3:32][CH:31]([CH3:33])[CH2:30][C:29]([NH:10][CH2:11][CH2:12][CH2:13][N:14]1[C:23]2[CH:22]=[CH:21][CH:20]=[CH:19][C:18]=2[C:17]2=[N:24][NH:25][C:26]([CH3:27])=[C:16]2[C:15]1=[O:28])=[O:34]. (7) Given the reactants [CH:1]1([N:5]2[CH2:10][CH2:9][N:8]([C:11]3[CH:12]=[C:13]4[C:18](=[CH:19][CH:20]=3)[N:17]=[CH:16][N:15]([C:21]3[CH:22]=[C:23]([CH:28]=[CH:29][C:30]=3[CH3:31])[C:24]([O:26]C)=[O:25])[C:14]4=[O:32])[CH2:7][CH2:6]2)[CH2:4][CH2:3][CH2:2]1.[OH-].[Na+], predict the reaction product. The product is: [CH:1]1([N:5]2[CH2:6][CH2:7][N:8]([C:11]3[CH:12]=[C:13]4[C:18](=[CH:19][CH:20]=3)[N:17]=[CH:16][N:15]([C:21]3[CH:22]=[C:23]([CH:28]=[CH:29][C:30]=3[CH3:31])[C:24]([OH:26])=[O:25])[C:14]4=[O:32])[CH2:9][CH2:10]2)[CH2:4][CH2:3][CH2:2]1. (8) Given the reactants C([O:3][C:4]([C:6]1([S:9]([CH3:12])(=[O:11])=[O:10])[CH2:8][CH2:7]1)=O)C.[H-].[Al+3].[Li+].[H-].[H-].[H-].S([O-])([O-])(=O)=O.[Na+].[Na+], predict the reaction product. The product is: [CH3:12][S:9]([C:6]1([CH2:4][OH:3])[CH2:8][CH2:7]1)(=[O:11])=[O:10].